Dataset: Full USPTO retrosynthesis dataset with 1.9M reactions from patents (1976-2016). Task: Predict the reactants needed to synthesize the given product. (1) Given the product [Br:10][C:11]1[CH:16]=[CH:15][CH:14]=[CH:13][C:12]=1[CH2:18][O:19][CH2:20][O:21][CH3:22], predict the reactants needed to synthesize it. The reactants are: BrC1C=CC=CC=1CO.[Br:10][C:11]1[CH:16]=[CH:15][C:14](F)=[CH:13][C:12]=1[CH2:18][O:19][CH2:20][O:21][CH3:22]. (2) Given the product [F:26][C:27]1[CH:34]=[CH:31][C:30]([CH2:35][C:36]2[O:37][C:38]([C:41]([C:43]3[CH2:44][N:45]([CH:51]([CH3:53])[CH3:52])[C:46](=[O:50])[C:47]=3[O:48][CH3:49])=[O:42])=[CH:39][CH:40]=2)=[C:29]([CH:28]=1)[C:21]([OH:22])=[O:24], predict the reactants needed to synthesize it. The reactants are: C1C=C2C(C=C(NCNCCCC(O)=O)C=C2)=CC=1.Cl.[C:21](=[O:24])(O)[O-:22].[Na+].[F:26][C:27]1[CH:28]=[CH:29][C:30]([CH2:35][C:36]2[O:37][C:38]([C:41]([C:43]3[CH2:44][N:45]([CH:51]([CH3:53])[CH3:52])[C:46](=[O:50])[C:47]=3[O:48][CH3:49])=[O:42])=[CH:39][CH:40]=2)=[C:31]([CH:34]=1)C=O.CC(=CC)C.Cl([O-])=O.[Na+].O.O.P([O-])(O)(O)=O.[Na+]. (3) Given the product [O:14]1[CH2:15][CH2:16][CH:11]([O:10][C:5]2[C:4]([NH2:1])=[CH:9][CH:8]=[CH:7][N:6]=2)[CH2:12][CH2:13]1, predict the reactants needed to synthesize it. The reactants are: [N+:1]([C:4]1[C:5]([O:10][CH:11]2[CH2:16][CH2:15][O:14][CH2:13][CH2:12]2)=[N:6][CH:7]=[CH:8][CH:9]=1)([O-])=O.C([O-])=O.[NH4+].C(O)=O. (4) Given the product [CH2:1]([O:8][N:9]([CH2:17][C@@H:18]([C:23]([N:25]1[CH2:30][CH2:29][N:28]([C:31]2[CH:32]=[CH:33][C:34]([C:37]3[CH:42]=[CH:41][CH:40]=[CH:39][CH:38]=3)=[CH:35][CH:36]=2)[CH2:27][CH2:26]1)=[O:24])[CH2:19][CH:20]([CH3:22])[CH3:21])[CH:10]=[O:11])[C:2]1[CH:7]=[CH:6][CH:5]=[CH:4][CH:3]=1, predict the reactants needed to synthesize it. The reactants are: [CH2:1]([O:8][N:9]([CH2:17][C@@H:18]([C:23]([N:25]1[CH2:30][CH2:29][N:28]([C:31]2[CH:36]=[CH:35][C:34]([C:37]3[CH:42]=[CH:41][CH:40]=[CH:39][CH:38]=3)=[CH:33][CH:32]=2)[CH2:27][CH2:26]1)=[O:24])[CH2:19][CH:20]([CH3:22])[CH3:21])[C:10](=O)[O:11]C(C)(C)C)[C:2]1[CH:7]=[CH:6][CH:5]=[CH:4][CH:3]=1.C(O)=O.C(OC(=O)C)(=O)C. (5) Given the product [C:1]([O:5][C:6]([N:8]1[CH2:9][CH2:10][CH:11]([C:14]2[C:23]3[C:18](=[CH:19][CH:20]=[CH:21][CH:22]=3)[C:17]([NH2:24])=[CH:16][CH:15]=2)[CH2:12][CH2:13]1)=[O:7])([CH3:4])([CH3:2])[CH3:3], predict the reactants needed to synthesize it. The reactants are: [C:1]([O:5][C:6]([N:8]1[CH2:13][CH2:12][C:11]([C:14]2[C:23]3[C:18](=[CH:19][CH:20]=[CH:21][CH:22]=3)[C:17]([NH2:24])=[CH:16][CH:15]=2)=[CH:10][CH2:9]1)=[O:7])([CH3:4])([CH3:3])[CH3:2]. (6) The reactants are: [CH3:1][N:2]1[C:6](/[C:7](=[N:14]\[O:15][CH2:16][C:17]2[N:22]=[C:21]([NH:23][C:24](=O)OC(C)(C)C)[CH:20]=[CH:19][CH:18]=2)/[C:8]2[CH:13]=[CH:12][CH:11]=[CH:10][CH:9]=2)=[N:5][C:4](=[O:31])[O:3]1.[H-].[Na+].BrC[CH2:36][CH:37]1[CH2:42][CH2:41][CH2:40][CH2:39][CH2:38]1.FC(F)(F)C(O)=O. Given the product [CH:37]1([CH2:36][CH2:24][NH:23][C:21]2[N:22]=[C:17]([CH2:16][O:15]/[N:14]=[C:7](/[C:8]3[CH:9]=[CH:10][CH:11]=[CH:12][CH:13]=3)\[C:6]3[N:2]([CH3:1])[O:3][C:4](=[O:31])[N:5]=3)[CH:18]=[CH:19][CH:20]=2)[CH2:42][CH2:41][CH2:40][CH2:39][CH2:38]1, predict the reactants needed to synthesize it. (7) Given the product [Br:8][C:9]1[CH:16]=[CH:15][CH:14]=[CH:13][C:10]=1[CH2:11][S:5][C:1]([CH3:4])([CH3:3])[CH3:2], predict the reactants needed to synthesize it. The reactants are: [C:1]([SH:5])([CH3:4])([CH3:3])[CH3:2].[OH-].[Na+].[Br:8][C:9]1[CH:16]=[CH:15][CH:14]=[CH:13][C:10]=1[CH2:11]Br.C1(C)C=CC=CC=1. (8) Given the product [C:1]12([C:11]3[CH:12]=[C:13]([C:19]4[CH:20]=[C:21]([CH:31]=[CH:32][CH:33]=4)[CH:22]=[C:23]4[S:27][C:26]([NH:36][O:35][CH3:34])=[N:25][C:24]4=[O:30])[CH:14]=[C:15]([F:18])[C:16]=3[OH:17])[CH2:8][CH:7]3[CH2:6][CH:5]([CH2:4][CH:3]([CH2:9]3)[CH2:2]1)[CH2:10]2, predict the reactants needed to synthesize it. The reactants are: [C:1]12([C:11]3[CH:12]=[C:13]([C:19]4[CH:20]=[C:21]([CH:31]=[CH:32][CH:33]=4)[CH:22]=[C:23]4[S:27][C:26](SC)=[N:25][C:24]4=[O:30])[CH:14]=[C:15]([F:18])[C:16]=3[OH:17])[CH2:10][CH:5]3[CH2:6][CH:7]([CH2:9][CH:3]([CH2:4]3)[CH2:2]1)[CH2:8]2.[CH3:34][O:35][NH2:36].